Dataset: Forward reaction prediction with 1.9M reactions from USPTO patents (1976-2016). Task: Predict the product of the given reaction. (1) The product is: [CH2:20]([O:24][C:25]1[C:32]([O:33][CH3:34])=[CH:31][CH:30]=[CH:29][C:26]=1/[CH:27]=[CH:1]/[C:2]1[N:3]=[C:4]2[S:19][CH:18]=[CH:17][N:5]2[C:6](=[O:16])[C:7]=1[C:8]1[CH:9]=[CH:10][C:11]([C:12]#[N:13])=[CH:14][CH:15]=1)[CH:21]([CH3:23])[CH3:22]. Given the reactants [CH3:1][C:2]1[N:3]=[C:4]2[S:19][CH:18]=[CH:17][N:5]2[C:6](=[O:16])[C:7]=1[C:8]1[CH:15]=[CH:14][C:11]([C:12]#[N:13])=[CH:10][CH:9]=1.[CH2:20]([O:24][C:25]1[C:32]([O:33][CH3:34])=[CH:31][CH:30]=[CH:29][C:26]=1[CH:27]=O)[CH:21]([CH3:23])[CH3:22].[O-]CC.[Na+], predict the reaction product. (2) Given the reactants C(OC(=O)[NH:7][C:8]1[C:13]([C:14](=[O:17])[CH2:15][CH3:16])=[CH:12][CH:11]=[C:10]([NH:18][CH2:19][CH2:20][NH:21]C(OC(C)(C)C)=O)[N:9]=1)(C)(C)C.[ClH:30], predict the reaction product. The product is: [ClH:30].[NH2:7][C:8]1[C:13]([C:14](=[O:17])[CH2:15][CH3:16])=[CH:12][CH:11]=[C:10]([NH:18][CH2:19][CH2:20][NH2:21])[N:9]=1. (3) Given the reactants [C:1]([O:6][CH2:7][CH2:8][CH2:9][CH3:10])(=[O:5])[C:2]([CH3:4])=[O:3].[C:11](OC(=O)C)(=[O:13])[CH3:12], predict the reaction product. The product is: [C:11]([O:3][C:2](=[CH2:4])[C:1]([O:6][CH2:7][CH2:8][CH2:9][CH3:10])=[O:5])(=[O:13])[CH3:12].